This data is from Forward reaction prediction with 1.9M reactions from USPTO patents (1976-2016). The task is: Predict the product of the given reaction. (1) Given the reactants [C:1]([N:5]1[CH2:22][CH:21]([CH:23]([OH:26])CO)[O:20][C:7]2([CH2:12][CH2:11][N:10]([C:13]([O:15][C:16]([CH3:19])([CH3:18])[CH3:17])=[O:14])[CH2:9][CH2:8]2)[CH2:6]1)([CH3:4])([CH3:3])[CH3:2].I([O-])(=O)(=O)=O.[Na+].O.[BH4-].[Na+], predict the reaction product. The product is: [C:1]([N:5]1[CH2:22][CH:21]([CH2:23][OH:26])[O:20][C:7]2([CH2:12][CH2:11][N:10]([C:13]([O:15][C:16]([CH3:17])([CH3:18])[CH3:19])=[O:14])[CH2:9][CH2:8]2)[CH2:6]1)([CH3:2])([CH3:3])[CH3:4]. (2) The product is: [CH2:28]([O:27][C:21]1[CH:20]=[C:19]2[C:24]([C:11]([C:8]3[CH:9]=[CH:10][C:5]([C:3]([OH:2])=[O:35])=[N:6][CH:7]=3)=[N:12][C@H:13]3[C@@H:18]2[CH2:17][C@H:16]([OH:30])[CH2:15][CH2:14]3)=[CH:23][C:22]=1[O:25][CH3:26])[CH3:29]. Given the reactants C[O:2][C:3]([C:5]1[CH:10]=[CH:9][C:8]([C:11]2[C:24]3[C:19](=[CH:20][C:21]([O:27][CH2:28][CH3:29])=[C:22]([O:25][CH3:26])[CH:23]=3)[C@@H:18]3[C@@H:13]([CH2:14][CH2:15][C@@H:16]([OH:30])[CH2:17]3)[N:12]=2)=[CH:7][N:6]=1)=N.O[Li].O.P(=O)(O)(O)[OH:35].P([O-])([O-])(O)=O.[Na+].[Na+], predict the reaction product.